Dataset: Forward reaction prediction with 1.9M reactions from USPTO patents (1976-2016). Task: Predict the product of the given reaction. (1) Given the reactants [C:1]([C:5]1[CH:6]=[C:7]([C:20]([O:22]CC)=[O:21])[N:8]([CH2:10][C:11]2[C:16]([CH3:17])=[CH:15][C:14]([CH3:18])=[CH:13][C:12]=2[CH3:19])[N:9]=1)([CH3:4])([CH3:3])[CH3:2].[OH-].[Na+].Cl, predict the reaction product. The product is: [C:1]([C:5]1[CH:6]=[C:7]([C:20]([OH:22])=[O:21])[N:8]([CH2:10][C:11]2[C:16]([CH3:17])=[CH:15][C:14]([CH3:18])=[CH:13][C:12]=2[CH3:19])[N:9]=1)([CH3:4])([CH3:2])[CH3:3]. (2) Given the reactants FC(F)(F)C(O)=O.FC(F)(F)C(O)=O.[NH2:15][C:16]1[N:21]=[CH:20][N:19]=[C:18]2[N:22]([CH:26]([C:28]3[CH:35]=[C:34]([CH3:36])[C:31]([C:32]#[N:33])=[C:30]([CH:37]4[CH2:40][NH:39][CH2:38]4)[C:29]=3[O:41][CH3:42])[CH3:27])[N:23]=[C:24]([CH3:25])[C:17]=12.CCN(C(C)C)C(C)C.[CH3:52][C@H:53]1[CH2:55][O:54]1, predict the reaction product. The product is: [NH2:15][C:16]1[N:21]=[CH:20][N:19]=[C:18]2[N:22]([CH:26]([C:28]3[CH:35]=[C:34]([CH3:36])[C:31]([C:32]#[N:33])=[C:30]([CH:37]4[CH2:40][N:39]([CH2:52][C@@H:53]([OH:54])[CH3:55])[CH2:38]4)[C:29]=3[O:41][CH3:42])[CH3:27])[N:23]=[C:24]([CH3:25])[C:17]=12. (3) Given the reactants [OH:1][CH2:2][C:3]1[CH:4]=[C:5]([OH:11])[CH:6]=[C:7]([CH2:9][OH:10])[CH:8]=1.[I-].[K+].C(=O)([O-])[O-].[K+].[K+].[CH3:20][O:21][C:22](=[O:27])[CH2:23][CH2:24][CH2:25]Br, predict the reaction product. The product is: [CH3:20][O:21][C:22](=[O:27])[CH2:23][CH2:24][CH2:25][O:11][C:5]1[CH:4]=[C:3]([CH2:2][OH:1])[CH:8]=[C:7]([CH2:9][OH:10])[CH:6]=1. (4) Given the reactants [Si:1]([O:8][C@H:9]1[C@H:16]2[C@H:12]([N:13](S(C3C=CC=CC=3[N+]([O-])=O)(=O)=O)[C:14](=[O:17])[O:15]2)[CH2:11][CH2:10]1)([C:4]([CH3:7])([CH3:6])[CH3:5])([CH3:3])[CH3:2].C([O-])([O-])=O.[Cs+].[Cs+].C(N[C@H](C(O)=O)CS)(=O)C, predict the reaction product. The product is: [Si:1]([O:8][C@H:9]1[C@H:16]2[C@H:12]([NH:13][C:14](=[O:17])[O:15]2)[CH2:11][CH2:10]1)([C:4]([CH3:7])([CH3:5])[CH3:6])([CH3:3])[CH3:2]. (5) Given the reactants Cl[C:2]1[N:10]=[C:9](Cl)[CH:8]=[CH:7][C:3]=1[C:4]([NH2:6])=[O:5].[O:12]([C:19]1[CH:25]=[CH:24][C:22]([NH2:23])=[CH:21][CH:20]=1)[C:13]1[CH:18]=[CH:17][CH:16]=[CH:15][CH:14]=1.C(O[C:31](=[O:38])[NH:32][C@@H:33]1[CH2:37][CH2:36][NH:35][CH2:34]1)(C)(C)C.[C:39](O)(=O)[CH:40]=C, predict the reaction product. The product is: [C:31]([NH:32][C@H:33]1[CH2:37][CH2:36][N:35]([C:9]2[CH:8]=[CH:7][C:3]([C:4]([NH2:6])=[O:5])=[C:2]([NH:23][C:22]3[CH:21]=[CH:20][C:19]([O:12][C:13]4[CH:14]=[CH:15][CH:16]=[CH:17][CH:18]=4)=[CH:25][CH:24]=3)[N:10]=2)[CH2:34]1)(=[O:38])[CH:39]=[CH2:40].